Dataset: Forward reaction prediction with 1.9M reactions from USPTO patents (1976-2016). Task: Predict the product of the given reaction. (1) Given the reactants [CH2:1]([O:8][C:9]1[CH:17]=[CH:16][C:12]([C:13](O)=[O:14])=[CH:11][C:10]=1[C:18]([NH:20][C:21]1[CH:26]=[C:25]([C:27]([F:30])([F:29])[F:28])[CH:24]=[C:23]([C:31]([F:34])([F:33])[F:32])[CH:22]=1)=[O:19])[C:2]1[CH:7]=[CH:6][CH:5]=[CH:4][CH:3]=1.[CH2:35]([CH:42]1[CH2:47][CH2:46][NH:45][CH2:44][CH2:43]1)[C:36]1[CH:41]=[CH:40][CH:39]=[CH:38][CH:37]=1, predict the reaction product. The product is: [CH2:1]([O:8][C:9]1[CH:17]=[CH:16][C:12]([C:13]([N:45]2[CH2:46][CH2:47][CH:42]([CH2:35][C:36]3[CH:41]=[CH:40][CH:39]=[CH:38][CH:37]=3)[CH2:43][CH2:44]2)=[O:14])=[CH:11][C:10]=1[C:18]([NH:20][C:21]1[CH:22]=[C:23]([C:31]([F:34])([F:32])[F:33])[CH:24]=[C:25]([C:27]([F:28])([F:30])[F:29])[CH:26]=1)=[O:19])[C:2]1[CH:3]=[CH:4][CH:5]=[CH:6][CH:7]=1. (2) Given the reactants [CH3:1][C@:2]12[CH2:15][CH2:14][C:13](=[O:16])[CH:12]=[C:11]1[NH:10][CH2:9][C@@H:8]1[C@@H:3]2[CH2:4][CH2:5][C@:6]2([CH3:21])[C:19](=[O:20])[CH2:18][CH2:17][C@H:7]21.[H-].[Na+].I[CH3:25], predict the reaction product. The product is: [CH3:25][N:10]1[CH2:9][C@@H:8]2[C@H:3]([CH2:4][CH2:5][C@:6]3([CH3:21])[C:19](=[O:20])[CH2:18][CH2:17][C@H:7]32)[C@:2]2([CH3:1])[C:11]1=[CH:12][C:13](=[O:16])[CH2:14][CH2:15]2. (3) Given the reactants [NH:1]1[CH2:7][CH2:6][CH2:5][NH:4][CH2:3][CH2:2]1.Cl.[CH:9]1[C:18]2[CH:17]=[CH:16][CH:15]=[C:14]([S:19](Cl)(=[O:21])=[O:20])[C:13]=2[CH:12]=[CH:11][N:10]=1, predict the reaction product. The product is: [CH:16]1[CH:17]=[C:18]2[C:13](=[C:14]([S:19]([N:1]3[CH2:2][CH2:3][NH:4][CH2:5][CH2:6][CH2:7]3)(=[O:21])=[O:20])[CH:15]=1)[CH:12]=[CH:11][N:10]=[CH:9]2. (4) Given the reactants Br[C:2]1[C:11]2[O:10][CH2:9][CH2:8][N:7]([C:12]([O:14][C:15]([CH3:18])([CH3:17])[CH3:16])=[O:13])[CH2:6][C:5]=2[S:4][CH:3]=1.[B:19]1([B:19]2[O:23][C:22]([CH3:25])([CH3:24])[C:21]([CH3:27])([CH3:26])[O:20]2)[O:23][C:22]([CH3:25])([CH3:24])[C:21]([CH3:27])([CH3:26])[O:20]1.C([O-])(=O)C.[K+].C(COC)OC, predict the reaction product. The product is: [CH3:26][C:21]1([CH3:27])[C:22]([CH3:25])([CH3:24])[O:23][B:19]([C:2]2[C:11]3[O:10][CH2:9][CH2:8][N:7]([C:12]([O:14][C:15]([CH3:18])([CH3:17])[CH3:16])=[O:13])[CH2:6][C:5]=3[S:4][CH:3]=2)[O:20]1. (5) Given the reactants Cl.[CH2:2]([O:4][C:5](=[O:14])[CH:6]([NH:10][CH:11]1[CH2:13][CH2:12]1)[C:7](=[O:9])[CH3:8])[CH3:3].[N:15]1([C:21]2[CH:22]=[C:23]([CH:27]=[C:28]([C:30]([F:33])([F:32])[F:31])[CH:29]=2)[C:24](O)=[O:25])[CH2:20][CH2:19][O:18][CH2:17][CH2:16]1.CCN=C=NCCCN(C)C.C1C=CC2N(O)N=NC=2C=1.C(N(CC)CC)C, predict the reaction product. The product is: [CH2:2]([O:4][C:5](=[O:14])[CH:6]([N:10]([CH:11]1[CH2:12][CH2:13]1)[C:24](=[O:25])[C:23]1[CH:27]=[C:28]([C:30]([F:31])([F:32])[F:33])[CH:29]=[C:21]([N:15]2[CH2:20][CH2:19][O:18][CH2:17][CH2:16]2)[CH:22]=1)[C:7](=[O:9])[CH3:8])[CH3:3].